The task is: Predict the reaction yield, written as a fraction of the theoretical maximum amount of product (1.0 means a 100% yield; for example, 0.34 means a 34% yield).. This data is from Reaction yield outcomes from USPTO patents with 853,638 reactions. The reactants are [CH3:1][C:2]([N:7]1[CH2:12][CH2:11][N:10]([CH2:13][C:14]2[S:22][C:21]3[C:20]([N:23]4[CH2:28][CH2:27][O:26][CH2:25][CH2:24]4)=[N:19][C:18]([Sn](CCCC)(CCCC)CCCC)=[N:17][C:16]=3[CH:15]=2)[CH2:9][CH2:8]1)([CH3:6])[C:3]([NH2:5])=[O:4].Br[C:43]1[C:52]2[C:47](=[CH:48][CH:49]=[CH:50][CH:51]=2)[N:46]=[CH:45][CH:44]=1. The catalyst is O1CCOCC1.S1C=CC=C1C([O-])=O.[Cu+].C1C=CC([P]([Pd]([P](C2C=CC=CC=2)(C2C=CC=CC=2)C2C=CC=CC=2)([P](C2C=CC=CC=2)(C2C=CC=CC=2)C2C=CC=CC=2)[P](C2C=CC=CC=2)(C2C=CC=CC=2)C2C=CC=CC=2)(C2C=CC=CC=2)C2C=CC=CC=2)=CC=1. The product is [CH3:1][C:2]([N:7]1[CH2:8][CH2:9][N:10]([CH2:13][C:14]2[S:22][C:21]3[C:20]([N:23]4[CH2:24][CH2:25][O:26][CH2:27][CH2:28]4)=[N:19][C:18]([C:43]4[C:52]5[C:47](=[CH:48][CH:49]=[CH:50][CH:51]=5)[N:46]=[CH:45][CH:44]=4)=[N:17][C:16]=3[CH:15]=2)[CH2:11][CH2:12]1)([CH3:6])[C:3]([NH2:5])=[O:4]. The yield is 0.290.